This data is from Catalyst prediction with 721,799 reactions and 888 catalyst types from USPTO. The task is: Predict which catalyst facilitates the given reaction. (1) Reactant: [Cl:1][C:2]1[N:7]=[C:6](Cl)[C:5]([CH:9]=O)=[C:4]([Cl:11])[N:3]=1.Cl.[O:13]1[CH2:18][CH2:17][CH:16]([NH:19][NH2:20])[CH2:15][CH2:14]1. Product: [Cl:11][C:4]1[N:3]=[C:2]([Cl:1])[N:7]=[C:6]2[N:19]([CH:16]3[CH2:17][CH2:18][O:13][CH2:14][CH2:15]3)[N:20]=[CH:9][C:5]=12. The catalyst class is: 14. (2) Reactant: [F:1][C:2]1[CH:7]=[CH:6][C:5]([C:8]2([CH2:14][CH2:15][C:16]3[O:20][N:19]=[C:18]4[C:21]5[C:26]([CH2:27][CH2:28][C:17]=34)=[CH:25][C:24]([CH:29]([OH:32])CO)=[CH:23][CH:22]=5)[CH2:13][CH2:12][CH2:11][CH2:10][CH2:9]2)=[CH:4][CH:3]=1.I([O-])(=O)(=O)=O.[Na+]. Product: [F:1][C:2]1[CH:7]=[CH:6][C:5]([C:8]2([CH2:14][CH2:15][C:16]3[O:20][N:19]=[C:18]4[C:21]5[C:26]([CH2:27][CH2:28][C:17]=34)=[CH:25][C:24]([CH:29]=[O:32])=[CH:23][CH:22]=5)[CH2:13][CH2:12][CH2:11][CH2:10][CH2:9]2)=[CH:4][CH:3]=1. The catalyst class is: 24. (3) Reactant: [CH3:1][O:2][C:3]([C:5]1[CH:6]=[C:7]2[C:11](=[CH:12][CH:13]=1)[NH:10][CH:9]=[CH:8]2)=[O:4].[CH:14](I)([CH3:16])[CH3:15].[H-].[Na+].Cl. Product: [CH3:1][O:2][C:3]([C:5]1[CH:6]=[C:7]2[C:11](=[CH:12][CH:13]=1)[N:10]([CH:14]([CH3:16])[CH3:15])[CH:9]=[CH:8]2)=[O:4]. The catalyst class is: 9. (4) Reactant: [F:1][C:2]([F:27])([F:26])[C:3]1[CH:8]=[CH:7][C:6]([C:9]2[CH:14]=[CH:13][CH:12]=[C:11]([C:15]3[CH:20]=[CH:19][C:18]([C:21]([F:24])([F:23])[F:22])=[CH:17][CH:16]=3)[C:10]=2[NH2:25])=[CH:5][CH:4]=1.[C:28](Cl)(=[O:32])[C:29](Cl)=[O:30].O. Product: [F:1][C:2]([F:26])([F:27])[C:3]1[CH:4]=[CH:5][C:6]([C:9]2[CH:14]=[CH:13][CH:12]=[C:11]([C:15]3[CH:20]=[CH:19][C:18]([C:21]([F:22])([F:23])[F:24])=[CH:17][CH:16]=3)[C:10]=2[NH:25][C:28](=[O:32])[C:29]([NH:25][C:10]2[C:11]([C:15]3[CH:20]=[CH:19][C:18]([C:21]([F:22])([F:23])[F:24])=[CH:17][CH:16]=3)=[CH:12][CH:13]=[CH:14][C:9]=2[C:6]2[CH:7]=[CH:8][C:3]([C:2]([F:1])([F:26])[F:27])=[CH:4][CH:5]=2)=[O:30])=[CH:7][CH:8]=1. The catalyst class is: 17. (5) Reactant: [CH3:1][C:2]1[CH:3]=[CH:4][C:5]([N+:11]([O-])=O)=[C:6]([CH:10]=1)[C:7]([NH2:9])=[O:8]. Product: [NH2:11][C:5]1[CH:4]=[CH:3][C:2]([CH3:1])=[CH:10][C:6]=1[C:7]([NH2:9])=[O:8]. The catalyst class is: 129. (6) Reactant: [Cl:1][C:2]1[CH:3]=[C:4]([C:9]2[N:10]=[C:11]([CH2:14][C:15]3[CH:24]=[CH:23][C:18]([C:19]([O:21]C)=[O:20])=[CH:17][CH:16]=3)[S:12][CH:13]=2)[CH:5]=[CH:6][C:7]=1[Cl:8].C(O)C.[OH-].[Na+]. Product: [Cl:1][C:2]1[CH:3]=[C:4]([C:9]2[N:10]=[C:11]([CH2:14][C:15]3[CH:24]=[CH:23][C:18]([C:19]([OH:21])=[O:20])=[CH:17][CH:16]=3)[S:12][CH:13]=2)[CH:5]=[CH:6][C:7]=1[Cl:8]. The catalyst class is: 7. (7) Reactant: [F:1][C:2]1[CH:7]=[CH:6][C:5]([NH:8][C:9]2[C:13]([C:14]([NH2:16])=[O:15])=[CH:12][NH:11][N:10]=2)=[CH:4][CH:3]=1.Cl[CH2:18][CH:19]([CH3:22])[C:20]#[N:21].C([O-])([O-])=O.[Cs+].[Cs+]. Product: [C:20]([CH:19]([CH3:22])[CH2:18][N:11]1[CH:12]=[C:13]([C:14]([NH2:16])=[O:15])[C:9]([NH:8][C:5]2[CH:4]=[CH:3][C:2]([F:1])=[CH:7][CH:6]=2)=[N:10]1)#[N:21]. The catalyst class is: 3.